From a dataset of Forward reaction prediction with 1.9M reactions from USPTO patents (1976-2016). Predict the product of the given reaction. (1) Given the reactants [N:1]1([CH2:7][CH2:8][NH2:9])[CH2:6][CH2:5][O:4][CH2:3][CH2:2]1.[Cl:10][C:11]1[CH:16]=[CH:15][CH:14]=[CH:13][C:12]=1[CH2:17][N:18]1[C:23](=[O:24])[C:22]([C:25]([NH:27][CH2:28][C:29]([O:31]CC)=[O:30])=[O:26])=[C:21]([OH:34])[C:20]([C:35](OC)=[O:36])=[C:19]1[OH:39].C(N(C(C)C)CC)(C)C, predict the reaction product. The product is: [Cl:10][C:11]1[CH:16]=[CH:15][CH:14]=[CH:13][C:12]=1[CH2:17][N:18]1[C:19]([OH:39])=[C:20]([C:35]([NH:9][CH2:8][CH2:7][N:1]2[CH2:6][CH2:5][O:4][CH2:3][CH2:2]2)=[O:36])[C:21]([OH:34])=[C:22]([C:25]([NH:27][CH2:28][C:29]([OH:31])=[O:30])=[O:26])[C:23]1=[O:24]. (2) Given the reactants [NH2:1][C:2]1[CH2:23][O:22][CH2:21][C@:4]2([C:17]3[CH:16]=[C:15]([Br:18])[CH:14]=[C:13]([F:19])[C:12]=3[O:11][C:10]3[C:5]2=[CH:6][C:7]([OH:20])=[CH:8][CH:9]=3)[N:3]=1.O1CCOCC1.C(N(CC)CC)C.[C:37](O[C:37]([O:39][C:40]([CH3:43])([CH3:42])[CH3:41])=[O:38])([O:39][C:40]([CH3:43])([CH3:42])[CH3:41])=[O:38], predict the reaction product. The product is: [Br:18][C:15]1[CH:14]=[C:13]([F:19])[C:12]2[O:11][C:10]3[C:5](=[CH:6][C:7]([OH:20])=[CH:8][CH:9]=3)[C@:4]3([N:3]=[C:2]([NH:1][C:37](=[O:38])[O:39][C:40]([CH3:43])([CH3:42])[CH3:41])[CH2:23][O:22][CH2:21]3)[C:17]=2[CH:16]=1. (3) Given the reactants [Cl:1][C:2]1[CH:3]=[C:4]([NH:16][C:17]2[C:26]3[C:21](=[CH:22][CH:23]=[CH:24][C:25]=3[O:27][CH2:28][C@H:29]3[CH2:33][CH2:32][NH:31][CH2:30]3)[N:20]=[CH:19][N:18]=2)[CH:5]=[CH:6][C:7]=1[O:8][CH2:9][C:10]1[CH:15]=[CH:14][CH:13]=[CH:12][N:11]=1.CN(C(ON1N=NC2C=CC=NC1=2)=[N+](C)C)C.F[P-](F)(F)(F)(F)F.[C:58](O)(=[O:61])[CH2:59][OH:60], predict the reaction product. The product is: [Cl:1][C:2]1[CH:3]=[C:4]([NH:16][C:17]2[C:26]3[C:21](=[CH:22][CH:23]=[CH:24][C:25]=3[O:27][CH2:28][C@H:29]3[CH2:33][CH2:32][N:31]([C:59](=[O:60])[CH2:58][OH:61])[CH2:30]3)[N:20]=[CH:19][N:18]=2)[CH:5]=[CH:6][C:7]=1[O:8][CH2:9][C:10]1[CH:15]=[CH:14][CH:13]=[CH:12][N:11]=1. (4) Given the reactants Br[C:2]1[C:10]2[C:5](=[N:6][C:7]([CH3:22])=[CH:8][C:9]=2[NH:11][S:12]([C:15]2[CH:20]=[CH:19][CH:18]=[C:17]([Cl:21])[CH:16]=2)(=[O:14])=[O:13])[S:4][C:3]=1[CH3:23].[CH3:24][N:25]([CH3:35])[C:26]1[CH:27]=[C:28](B(O)O)[CH:29]=[CH:30][CH:31]=1.C(Cl)Cl.C([O-])([O-])=O.[Cs+].[Cs+], predict the reaction product. The product is: [Cl:21][C:17]1[CH:16]=[C:15]([S:12]([NH:11][C:9]2[CH:8]=[C:7]([CH3:22])[N:6]=[C:5]3[S:4][C:3]([CH3:23])=[C:2]([C:30]4[CH:29]=[CH:28][CH:27]=[C:26]([N:25]([CH3:35])[CH3:24])[CH:31]=4)[C:10]=23)(=[O:14])=[O:13])[CH:20]=[CH:19][CH:18]=1.